Dataset: Full USPTO retrosynthesis dataset with 1.9M reactions from patents (1976-2016). Task: Predict the reactants needed to synthesize the given product. (1) Given the product [CH:13]([C:12]1[C:7]2[N:8]([CH:22]=[C:5]([C:3]([OH:4])=[O:2])[N:6]=2)[CH:9]=[C:10]([C:16]2[CH:21]=[CH:20][CH:19]=[CH:18][CH:17]=2)[CH:11]=1)([CH3:15])[CH3:14], predict the reactants needed to synthesize it. The reactants are: C[O:2][C:3]([C:5]1[N:6]=[C:7]2[C:12]([CH:13]([CH3:15])[CH3:14])=[CH:11][C:10]([C:16]3[CH:21]=[CH:20][CH:19]=[CH:18][CH:17]=3)=[CH:9][N:8]2[CH:22]=1)=[O:4].[OH-].[Na+]. (2) Given the product [CH2:16]([NH:11][C@H:9]1[CH2:8][CH2:7][C:5]2[N:6]=[C:2]([NH2:1])[S:3][C:4]=2[CH2:10]1)[CH2:17][CH3:18].[CH3:23][C:22]1[CH:24]=[CH:25][C:19]([S:12]([OH:15])(=[O:14])=[O:13])=[CH:20][CH:21]=1, predict the reactants needed to synthesize it. The reactants are: [NH2:1][C:2]1[S:3][C:4]2[CH2:10][C@@H:9]([NH2:11])[CH2:8][CH2:7][C:5]=2[N:6]=1.[S:12]([C:19]1[CH:25]=[CH:24][C:22]([CH3:23])=[CH:21][CH:20]=1)([O:15][CH2:16][CH2:17][CH3:18])(=[O:14])=[O:13]. (3) Given the product [F:3][C:4]1[CH:24]=[CH:23][CH:22]=[C:21]([F:25])[C:5]=1[O:6][C:7]1[C:8]([O:20][CH3:26])=[CH:9][N:10]=[C:11]([NH:13][C:14]2[S:15][CH:16]=[C:17]([CH3:19])[N:18]=2)[CH:12]=1, predict the reactants needed to synthesize it. The reactants are: IC.[F:3][C:4]1[CH:24]=[CH:23][CH:22]=[C:21]([F:25])[C:5]=1[O:6][C:7]1[CH:12]=[C:11]([NH:13][C:14]2[S:15][CH:16]=[C:17]([CH3:19])[N:18]=2)[N:10]=[CH:9][C:8]=1[OH:20].[C:26](=O)([O-])[O-].[K+].[K+]. (4) Given the product [CH3:1][O:2][C:3]1[CH:8]=[CH:7][C:6]([C:9]2[N:10]=[C:11]([S:28][CH2:29][C:30]3[CH:39]=[CH:38][C:37]4[C:32](=[CH:33][CH:34]=[CH:35][CH:36]=4)[N:31]=3)[N:12]([CH2:22][C:23]([OH:25])=[O:24])[C:13]=2[C:14]2[CH:15]=[CH:16][C:17]([O:20][CH3:21])=[CH:18][CH:19]=2)=[CH:5][CH:4]=1, predict the reactants needed to synthesize it. The reactants are: [CH3:1][O:2][C:3]1[CH:8]=[CH:7][C:6]([C:9]2[N:10]=[C:11]([S:28][CH2:29][C:30]3[CH:39]=[CH:38][C:37]4[C:32](=[CH:33][CH:34]=[CH:35][CH:36]=4)[N:31]=3)[N:12]([CH2:22][C:23]([O:25]CC)=[O:24])[C:13]=2[C:14]2[CH:19]=[CH:18][C:17]([O:20][CH3:21])=[CH:16][CH:15]=2)=[CH:5][CH:4]=1.[OH-].[Na+]. (5) Given the product [C:1]([N:41]1[CH2:40][CH2:39][CH:38]([O:37][C:34]2[CH:35]=[CH:36][C:13]([OH:12])=[C:14]([CH:33]=2)[C:15]([NH:17][C:18]2[CH:26]=[C:25]([C:27]3[CH:28]=[CH:29][CH:30]=[CH:31][CH:32]=3)[CH:24]=[CH:23][C:19]=2[C:20]([OH:22])=[O:21])=[O:16])[CH2:43][CH2:42]1)(=[O:3])[CH3:2], predict the reactants needed to synthesize it. The reactants are: [C:1](OC(=O)C)(=[O:3])[CH3:2].C(Cl)Cl.Cl.[OH:12][C:13]1[CH:36]=[CH:35][C:34]([O:37][CH:38]2[CH2:43][CH2:42][NH:41][CH2:40][CH2:39]2)=[CH:33][C:14]=1[C:15]([NH:17][C:18]1[CH:26]=[C:25]([C:27]2[CH:32]=[CH:31][CH:30]=[CH:29][CH:28]=2)[CH:24]=[CH:23][C:19]=1[C:20]([OH:22])=[O:21])=[O:16]. (6) Given the product [NH2:27][C:2]1[N:7]2[C:8](=[O:11])[NH:9][N:10]=[C:6]2[C:5]([C:12]2[CH:17]=[CH:16][C:15]([Cl:18])=[CH:14][CH:13]=2)=[C:4]([C:19]2[CH:24]=[CH:23][C:22]([Cl:25])=[CH:21][CH:20]=2)[N:3]=1, predict the reactants needed to synthesize it. The reactants are: Cl[C:2]1[N:7]2[C:8](=[O:11])[NH:9][N:10]=[C:6]2[C:5]([C:12]2[CH:17]=[CH:16][C:15]([Cl:18])=[CH:14][CH:13]=2)=[C:4]([C:19]2[CH:24]=[CH:23][C:22]([Cl:25])=[CH:21][CH:20]=2)[N:3]=1.[OH-].[NH4+:27].